This data is from Catalyst prediction with 721,799 reactions and 888 catalyst types from USPTO. The task is: Predict which catalyst facilitates the given reaction. (1) Reactant: [C:1]([O:5][C:6]([N:8]1[CH2:12][CH2:11][CH2:10][C:9]1([CH:16]([C:18]1[CH:23]=[CH:22][C:21]([Cl:24])=[C:20]([Cl:25])[N:19]=1)[OH:17])[CH2:13][CH2:14][CH3:15])=[O:7])([CH3:4])([CH3:3])[CH3:2]. Product: [C:1]([O:5][C:6]([N:8]1[CH2:12][CH2:11][CH2:10][C:9]1([C:16]([C:18]1[CH:23]=[CH:22][C:21]([Cl:24])=[C:20]([Cl:25])[N:19]=1)=[O:17])[CH2:13][CH2:14][CH3:15])=[O:7])([CH3:2])([CH3:3])[CH3:4]. The catalyst class is: 2. (2) Reactant: [Si:1]([O:8][CH2:9][C@@H:10]1[CH2:15][CH2:14][C@H:13]([CH2:16][NH2:17])[CH2:12][CH2:11]1)([C:4]([CH3:7])([CH3:6])[CH3:5])([CH3:3])[CH3:2].[CH2:18]([O:25][C:26]1[CH:34]=[CH:33][C:29]([C:30](O)=[O:31])=[CH:28][CH:27]=1)[C:19]1[CH:24]=[CH:23][CH:22]=[CH:21][CH:20]=1.CCN=C=NCCCN(C)C.C1C=CC2N(O)N=NC=2C=1.O. Product: [CH2:18]([O:25][C:26]1[CH:27]=[CH:28][C:29]([C:30]([NH:17][CH2:16][C@H:13]2[CH2:12][CH2:11][C@@H:10]([CH2:9][O:8][Si:1]([C:4]([CH3:7])([CH3:6])[CH3:5])([CH3:3])[CH3:2])[CH2:15][CH2:14]2)=[O:31])=[CH:33][CH:34]=1)[C:19]1[CH:20]=[CH:21][CH:22]=[CH:23][CH:24]=1. The catalyst class is: 31. (3) Reactant: [CH2:1]([O:3][C:4](=[O:17])[CH:5]([C:15]#[N:16])[C:6]1[C:11]([N+:12]([O-])=[O:13])=[CH:10][CH:9]=[CH:8][N:7]=1)[CH3:2].Cl. Product: [CH2:1]([O:3][C:4]([C:5]1[C:6]2=[N:7][CH:8]=[CH:9][CH:10]=[C:11]2[N:12]([OH:13])[C:15]=1[NH2:16])=[O:17])[CH3:2]. The catalyst class is: 29. (4) Reactant: [CH3:1][O:2][C:3]1[CH:4]=[C:5]([CH:29]2[CH2:34][CH2:33][N:32](C(OC(C)(C)C)=O)[CH2:31][CH2:30]2)[CH:6]=[CH:7][C:8]=1[NH:9][C:10]1[C:15]2[C:16](=[O:20])[NH:17][N:18]=[CH:19][C:14]=2[N:13]=[C:12]([CH2:21][CH2:22][N:23]2[CH2:28][CH2:27][O:26][CH2:25][CH2:24]2)[CH:11]=1.FC(F)(F)C(O)=O. Product: [CH3:1][O:2][C:3]1[CH:4]=[C:5]([CH:29]2[CH2:34][CH2:33][NH:32][CH2:31][CH2:30]2)[CH:6]=[CH:7][C:8]=1[NH:9][C:10]1[C:15]2[C:16](=[O:20])[NH:17][N:18]=[CH:19][C:14]=2[N:13]=[C:12]([CH2:21][CH2:22][N:23]2[CH2:24][CH2:25][O:26][CH2:27][CH2:28]2)[CH:11]=1. The catalyst class is: 4. (5) The catalyst class is: 41. Product: [CH3:10][O-:11].[Na+:20].[CH3:21][CH2:22][CH2:23][CH2:24][CH2:25][N:26]([CH2:28][CH2:29][C:30]([P:36]([O-:39])([OH:38])=[O:37])([P:32]([OH:35])([OH:34])=[O:33])[OH:31])[CH3:27].[Na+:20]. Reactant: CCCCCN(CC[C:10](P([O-])(O)=O)(P(O)(O)=O)[OH:11])C.[Na+:20].[CH3:21][CH2:22][CH2:23][CH2:24][CH2:25][N:26]([CH2:28][CH2:29][C:30]([P:36]([OH:39])([OH:38])=[O:37])([P:32]([OH:35])([OH:34])=[O:33])[OH:31])[CH3:27].C(O)(O)=O.C(=O)(O)[O-].[Na+].C([O-])(=O)CC(CC([O-])=O)(C([O-])=O)O.[Na+].[Na+].[Na+]. (6) Reactant: [F:1][C:2]([F:7])([F:6])[C:3]([OH:5])=[O:4].[NH2:8][C:9]1[CH:14]=[C:13]([Cl:15])[CH:12]=[CH:11][C:10]=1[C:16]([N:18]1[CH2:22][CH:21]([OH:23])[CH:20]([N:24]2[CH2:29][CH2:28][N:27]([CH2:30][C:31]3[CH:36]=[CH:35][C:34]([Cl:37])=[CH:33][CH:32]=3)[CH2:26][CH2:25]2)[CH2:19]1)=[O:17].[CH3:38][N:39]=[C:40]=[O:41]. Product: [F:1][C:2]([F:7])([F:6])[C:3]([OH:5])=[O:4].[Cl:15][C:13]1[CH:12]=[CH:11][C:10]([C:16]([N:18]2[CH2:22][CH:21]([OH:23])[CH:20]([N:24]3[CH2:25][CH2:26][N:27]([CH2:30][C:31]4[CH:32]=[CH:33][C:34]([Cl:37])=[CH:35][CH:36]=4)[CH2:28][CH2:29]3)[CH2:19]2)=[O:17])=[C:9]([NH:8][C:40]([NH:39][CH3:38])=[O:41])[CH:14]=1. The catalyst class is: 3. (7) Reactant: [N+:1]([C:4]1[C:5]([CH3:19])=[C:6]2[C:10](=[C:11]([N+:14]([O-])=O)[C:12]=1[CH3:13])[C:9]([CH3:18])([CH3:17])[CH2:8][CH2:7]2)([O-])=O.O. Product: [NH2:1][C:4]1[C:5]([CH3:19])=[C:6]2[C:10](=[C:11]([NH2:14])[C:12]=1[CH3:13])[C:9]([CH3:17])([CH3:18])[CH2:8][CH2:7]2. The catalyst class is: 19. (8) Reactant: [H-].[Na+].[Cl:3][C:4]1[CH:9]=[C:8]([OH:10])[CH:7]=[CH:6][N:5]=1.[F:11][C:12]1[CH:17]=[C:16]([N+:18]([O-:20])=[O:19])[C:15]([F:21])=[CH:14][C:13]=1F. The catalyst class is: 3. Product: [Cl:3][C:4]1[CH:9]=[C:8]([O:10][C:13]2[CH:14]=[C:15]([F:21])[C:16]([N+:18]([O-:20])=[O:19])=[CH:17][C:12]=2[F:11])[CH:7]=[CH:6][N:5]=1.